Predict the product of the given reaction. From a dataset of Forward reaction prediction with 1.9M reactions from USPTO patents (1976-2016). (1) The product is: [CH3:43][C:6]1[NH:8][C:10]2[C:11]([C:38]=1[C:32]1[CH:37]=[CH:36][CH:35]=[CH:34][CH:33]=1)=[CH:12][C:13]([O:16][C:17]1[CH:22]=[CH:21][C:20]([O:23][CH:24]3[CH:29]4[CH2:28][CH2:27][N:26]([CH2:31][CH2:30]4)[CH2:25]3)=[CH:19][CH:18]=1)=[CH:14][CH:15]=2. Given the reactants C(O[C:6]([N:8]([C:10]1[CH:15]=[CH:14][C:13]([O:16][C:17]2[CH:22]=[CH:21][C:20]([O:23][CH:24]3[CH:29]4[CH2:30][CH2:31][N:26]([CH2:27][CH2:28]4)[CH2:25]3)=[CH:19][CH:18]=2)=[CH:12][CH:11]=1)N)=O)(C)(C)C.[C:32]1([C:38](=O)CC)[CH:37]=[CH:36][CH:35]=[CH:34][CH:33]=1.Cl.[CH3:43]CO, predict the reaction product. (2) Given the reactants [H-].[Na+].[Cl:3][C:4]1[C:12]2[NH:11][C:10]3[CH2:13][CH2:14][N:15]([C:18]([O:20][C:21]([CH3:24])([CH3:23])[CH3:22])=[O:19])[CH2:16][CH2:17][C:9]=3[C:8]=2[CH:7]=[CH:6][C:5]=1[Cl:25].Br[CH2:27][CH2:28][O:29][C:30]1[CH:35]=[CH:34][CH:33]=[CH:32][CH:31]=1, predict the reaction product. The product is: [Cl:3][C:4]1[C:12]2[N:11]([CH2:27][CH2:28][O:29][C:30]3[CH:35]=[CH:34][CH:33]=[CH:32][CH:31]=3)[C:10]3[CH2:13][CH2:14][N:15]([C:18]([O:20][C:21]([CH3:22])([CH3:24])[CH3:23])=[O:19])[CH2:16][CH2:17][C:9]=3[C:8]=2[CH:7]=[CH:6][C:5]=1[Cl:25]. (3) Given the reactants [NH2:1][C:2]1[N:7]=[C:6]([C:8]#[N:9])[N:5]=[C:4]([NH:10][C:11]2[CH:16]=[CH:15][CH:14]=[C:13]([F:17])[C:12]=2[F:18])[N:3]=1.[C:19](=O)([O-])[O-].[K+].[K+].CI.CN(C=O)C, predict the reaction product. The product is: [NH2:1][C:2]1[N:7]=[C:6]([C:8]#[N:9])[N:5]=[C:4]([N:10]([C:11]2[CH:16]=[CH:15][CH:14]=[C:13]([F:17])[C:12]=2[F:18])[CH3:19])[N:3]=1.